The task is: Binary Classification. Given two protein amino acid sequences, predict whether they physically interact or not.. This data is from Human Reference Interactome with 51,813 positive PPI pairs across 8,248 proteins, plus equal number of experimentally-validated negative pairs. (1) Protein 1 (ENSG00000138785) has sequence MAATVNLELDPIFLKALGFLHSKSKDSAEKLKALLDESLARGIDSSYRPSQKDVEPPKISSTKNISIKQEPKISSSLPSGNNNGKVLTTEKVKKEAEKRPADKMKSDITEGVDIPKKPRLEKPETQSSPITVQSSKDLPMADLSSFEETSADDFAMEMGLACVVCRQMMVASGNQLVECQECHNLYHRDCHKPQVTDKEANDPRLVWYCARCTRQMKRMAQKTQKPPQKPAPAVVSVTPAVKDPLVKKPETKLKQETTFLAFKRTEVKTSTVISGNSSSASVSSSVTSGLTGWAAFAAKT.... Protein 2 (ENSG00000184307) has sequence MTQKGSMKPVKKKKTEEPELEPLCCCEYIDRNGEKNHVATCLCDCQDLDEGCDRWITCKSLQPETCERIMDTISDRLRIPWLRGAKKVNISIIPPLVLLPVFLHVASWHFLLGVVVLTSLPVLALWYYYLTHRRKEQTLFFLSLGLFSLGYMYYVFLQEVVPKGRVGPVQLAVLTCGLFLILLALHRAKKNPGYLSNPASGDRSLSSSQLECLSRKGQEKTKGFPGADMSGSLNNRTTKDDPKGSSKMPAGSPTKAKEDWCAKCQLVRPARAWHCRICGICVRRMDHHCVWINSCVGESN.... Result: 0 (the proteins do not interact). (2) Protein 1 (ENSG00000111731) has sequence MPGKLKVKIVAGRHLPVMDRASDLTDAFVEVKFGNTTFKTDVYLKSLNPQWNSEWFKFEVDDEDLQDEPLQITVLDHDTYSANDAIGKVYIDIDPLLYSEAATVISGWFPIYDTIHGIRGEINVVVKVDLFNDLNRFRQSSCGVKFFCTTSIPKCYRAVIIHGFVEELVVNEDPEYQWIDRIRTPRASNEARQRLISLMSGELQRKIGLKVLEMRGNAVVGYLQCFDLEGESGLVVRAIGTACTLDKLSSPAAFLPACNSPSKEMKEIPFNEDPNPNTHSSGPSTPLKNQTYSFSPSKSY.... Protein 2 (ENSG00000276747) has sequence MVSVEGRAMSFQSIIHLSLDSPVHAVCVLGTEICLDLSGCAPQKCQCFTIHGSGRVLIDVANTVISEKEDATIWWPLSDPTYATVKMTSPSPSVDADKVSVTYYGPNEDAPVGTAVLYLTGIEVSLEVDIYRNGQVEMSSDKQAKKKWIWGPSGWGAILLVNCNPADVGQQLEDKKTKKVIFSEEITNLSQMTLNVQGPSCILKKYRLVLHTSKEESKKARVYWPQKDNSSTFELVLGPDQHAYTLALLGNHLKETFYVEAIAFPSAEFSGLISYSVSLVEESQDPSIPETVLYKDTVVF.... Result: 0 (the proteins do not interact).